From a dataset of Full USPTO retrosynthesis dataset with 1.9M reactions from patents (1976-2016). Predict the reactants needed to synthesize the given product. (1) Given the product [CH3:1][NH:2][C:3]([C:5]1[CH:13]=[C:12]2[C:8]([CH:9]=[CH:10][N:11]2[CH:14]2[CH2:19][CH2:18][NH:17][CH2:16][CH2:15]2)=[CH:7][CH:6]=1)=[O:4], predict the reactants needed to synthesize it. The reactants are: [CH3:1][NH:2][C:3]([C:5]1[CH:13]=[C:12]2[C:8]([CH:9]=[CH:10][N:11]2[CH:14]2[CH2:19][CH2:18][N:17](C(OCC3C=CC=CC=3)=O)[CH2:16][CH2:15]2)=[CH:7][CH:6]=1)=[O:4].[H][H]. (2) The reactants are: [H-].[H-].[H-].[H-].[Li+].[Al+3].[NH2:7][C:8]1[C:16]2[C:15]([C:17](OCC)=[O:18])=[CH:14][C:13]([CH3:22])=[N:12][C:11]=2[S:10][C:9]=1[C:23](=[O:25])[NH2:24]. Given the product [NH2:7][C:8]1[C:16]2[C:11](=[N:12][C:13]([CH3:22])=[CH:14][C:15]=2[CH2:17][OH:18])[S:10][C:9]=1[C:23]([NH2:24])=[O:25], predict the reactants needed to synthesize it. (3) Given the product [CH3:40][C:31]1[C:32](=[O:33])[C@H:34]([OH:39])[CH2:35][C:36]([CH3:37])([CH3:38])[C:30]=1/[CH:29]=[CH:28]/[C:27](/[CH3:41])=[CH:26]/[CH:25]=[CH:24]/[C:23](/[CH3:42])=[CH:22]/[CH:21]=[CH:20]/[CH:19]=[C:18](\[CH3:43])/[CH:17]=[CH:16]/[CH:15]=[C:14](\[CH3:44])/[CH:13]=[CH:12]/[C:3]1[C:4]([CH3:11])([CH3:10])[CH2:5][C@@H:6]([OH:9])[C:7](=[O:8])[C:2]=1[CH3:1].[CH3:40][C:31]1[C:32](=[O:33])[C@H:34]([OH:39])[CH2:35][C:36]([CH3:37])([CH3:38])[C:30]=1/[CH:29]=[CH:28]/[C:27](/[CH3:41])=[CH:26]/[CH:25]=[CH:24]/[C:23](/[CH3:42])=[CH:22]/[CH:21]=[CH:20]/[CH:19]=[C:18](\[CH3:43])/[CH:17]=[CH:16]/[CH:15]=[C:14](\[CH3:44])/[CH:13]=[CH:12]/[C:3]1[C:4]([CH3:11])([CH3:10])[CH2:5][C@H:6]([OH:9])[C:7](=[O:8])[C:2]=1[CH3:1].[CH3:40][C:31]1[C:32](=[O:33])[C@@H:34]([OH:39])[CH2:35][C:36]([CH3:37])([CH3:38])[C:30]=1/[CH:29]=[CH:28]/[C:27](/[CH3:41])=[CH:26]/[CH:25]=[CH:24]/[C:23](/[CH3:42])=[CH:22]/[CH:21]=[CH:20]/[CH:19]=[C:18](\[CH3:43])/[CH:17]=[CH:16]/[CH:15]=[C:14](\[CH3:44])/[CH:13]=[CH:12]/[C:3]1[C:4]([CH3:11])([CH3:10])[CH2:5][C@H:6]([OH:9])[C:7](=[O:8])[C:2]=1[CH3:1], predict the reactants needed to synthesize it. The reactants are: [CH3:1][C:2]1[C:7](=[O:8])[C@@H:6]([OH:9])[CH2:5][C:4]([CH3:11])([CH3:10])[C:3]=1/[CH:12]=[CH:13]/[C:14](/[CH3:44])=[CH:15]/[CH:16]=[CH:17]/[C:18](/[CH3:43])=[CH:19]/[CH:20]=[CH:21]/[CH:22]=[C:23](\[CH3:42])/[CH:24]=[CH:25]/[CH:26]=[C:27](\[CH3:41])/[CH:28]=[CH:29]/[C:30]1[C:36]([CH3:38])([CH3:37])[CH2:35][C@H:34]([OH:39])[C:32](=[O:33])[C:31]=1[CH3:40]. (4) The reactants are: C1(C)C=CC(S([O-])(=O)=O)=CC=1.[CH3:12][C@H:13]1[C@H:16]([NH3+:17])[C:15](=[O:18])[NH:14]1.CCN(C(C)C)C(C)C.[CH:28]1([CH2:34][CH2:35][CH2:36][CH2:37][O:38][C:39](N2C=CC=CC2=O)=[O:40])[CH2:33][CH2:32][CH2:31][CH2:30][CH2:29]1. Given the product [CH:28]1([CH2:34][CH2:35][CH2:36][CH2:37][O:38][C:39](=[O:40])[NH:17][C@@H:16]2[C:15](=[O:18])[NH:14][C@H:13]2[CH3:12])[CH2:33][CH2:32][CH2:31][CH2:30][CH2:29]1, predict the reactants needed to synthesize it. (5) Given the product [F:17][C:18]1[CH:19]=[C:20]2[C:24](=[CH:25][CH:26]=1)[NH:23][C:22](=[O:27])[C:21]2=[CH:7][C:6]1[CH:5]=[C:4]([C:11]2[CH:16]=[CH:15][CH:14]=[CH:13][CH:12]=2)[C:3]([O:2][CH3:1])=[CH:10][CH:9]=1, predict the reactants needed to synthesize it. The reactants are: [CH3:1][O:2][C:3]1[CH:10]=[CH:9][C:6]([CH:7]=O)=[CH:5][C:4]=1[C:11]1[CH:16]=[CH:15][CH:14]=[CH:13][CH:12]=1.[F:17][C:18]1[CH:19]=[C:20]2[C:24](=[CH:25][CH:26]=1)[NH:23][C:22](=[O:27])[CH2:21]2.